This data is from Peptide-MHC class II binding affinity with 134,281 pairs from IEDB. The task is: Regression. Given a peptide amino acid sequence and an MHC pseudo amino acid sequence, predict their binding affinity value. This is MHC class II binding data. The peptide sequence is QKWDATATELNNALQ. The MHC is DRB3_0202 with pseudo-sequence DRB3_0202. The binding affinity (normalized) is 0.103.